Dataset: Full USPTO retrosynthesis dataset with 1.9M reactions from patents (1976-2016). Task: Predict the reactants needed to synthesize the given product. (1) Given the product [Cl:1][C:2]1[CH:22]=[CH:21][C:20]([Cl:23])=[CH:19][C:3]=1[CH2:4][C:5]1[C:6]([CH3:18])=[N:7][C:8]2[N:9]([N:12]=[CH:13][C:14]=2[C:15]([NH:28][CH2:27][CH2:26][O:25][CH3:24])=[O:17])[C:10]=1[CH3:11], predict the reactants needed to synthesize it. The reactants are: [Cl:1][C:2]1[CH:22]=[CH:21][C:20]([Cl:23])=[CH:19][C:3]=1[CH2:4][C:5]1[C:6]([CH3:18])=[N:7][C:8]2[N:9]([N:12]=[CH:13][C:14]=2[C:15]([OH:17])=O)[C:10]=1[CH3:11].[CH3:24][O:25][CH2:26][CH2:27][NH2:28]. (2) Given the product [NH2:32][CH2:31][CH2:17][O:16][CH2:15][C:11]1[N:12]=[C:13]([CH3:14])[C:8]([C:6]([OH:5])=[O:7])=[C:9]([C:23]2[CH:28]=[CH:27][CH:26]=[C:25]([Cl:29])[CH:24]=2)[C:10]=1[C:20](=[O:21])[NH:51][CH2:50][CH2:49][CH:48]([C:42]1[CH:43]=[CH:44][CH:45]=[CH:46][CH:47]=1)[C:52]1[CH:53]=[CH:54][CH:55]=[CH:56][CH:57]=1, predict the reactants needed to synthesize it. The reactants are: C(CC[O:5][C:6]([C:8]1[CH:9]([C:23]2[CH:28]=[CH:27][CH:26]=[C:25]([Cl:29])[CH:24]=2)[C:10]([C:20](O)=[O:21])=[C:11]([CH2:15][O:16][CH2:17]CCl)[NH:12][C:13]=1[CH3:14])=[O:7])#N.C[CH2:31][N:32]=C=NCCCN(C)C.Cl.[C:42]1([CH:48]([C:52]2[CH:57]=[CH:56][CH:55]=[CH:54][CH:53]=2)[CH2:49][CH2:50][NH2:51])[CH:47]=[CH:46][CH:45]=[CH:44][CH:43]=1.